This data is from Forward reaction prediction with 1.9M reactions from USPTO patents (1976-2016). The task is: Predict the product of the given reaction. (1) The product is: [Cl:1][C:2]1[CH:3]=[C:4]([CH:9]=[C:10]([Cl:12])[CH:11]=1)[C:5]([NH:14][CH3:13])=[O:6]. Given the reactants [Cl:1][C:2]1[CH:3]=[C:4]([CH:9]=[C:10]([Cl:12])[CH:11]=1)[C:5](OC)=[O:6].[CH3:13][NH2:14], predict the reaction product. (2) Given the reactants Br[C:2]1[CH:7]=[CH:6][C:5]([N:8]2[CH:12]=[C:11]([CH3:13])[CH:10]=[C:9]2[C:14]2[CH:19]=[CH:18][C:17]([S:20]([CH3:23])(=[O:22])=[O:21])=[CH:16][CH:15]=2)=[CH:4][CH:3]=1.[O:24]1[CH:28]=[CH:27][C:26](B(O)O)=[CH:25]1.C([O-])(O)=O.[Na+], predict the reaction product. The product is: [O:24]1[CH:28]=[CH:27][C:26]([C:2]2[CH:7]=[CH:6][C:5]([N:8]3[CH:12]=[C:11]([CH3:13])[CH:10]=[C:9]3[C:14]3[CH:19]=[CH:18][C:17]([S:20]([CH3:23])(=[O:22])=[O:21])=[CH:16][CH:15]=3)=[CH:4][CH:3]=2)=[CH:25]1.